From a dataset of Full USPTO retrosynthesis dataset with 1.9M reactions from patents (1976-2016). Predict the reactants needed to synthesize the given product. (1) Given the product [CH:1]1([C:4]2[CH:5]=[N:6][C:7]([NH:17][C:18]3[CH:26]=[CH:25][CH:24]=[C:23]4[C:19]=3[CH:20]=[CH:21][N:22]4[CH2:27][CH:28]3[CH2:32][CH2:31][O:30][CH2:29]3)=[C:8]([CH:16]=2)[C:9]([OH:11])=[O:10])[CH2:2][CH2:3]1, predict the reactants needed to synthesize it. The reactants are: [CH:1]1([C:4]2[CH:5]=[N:6][C:7]([NH:17][C:18]3[CH:26]=[CH:25][CH:24]=[C:23]4[C:19]=3[CH:20]=[CH:21][N:22]4[CH2:27][CH:28]3[CH2:32][CH2:31][O:30][CH2:29]3)=[C:8]([CH:16]=2)[C:9]([O:11]C(C)(C)C)=[O:10])[CH2:3][CH2:2]1. (2) Given the product [Br:18][CH2:2][C:1]([C:4]1[CH:9]=[CH:8][C:7]([NH:10][C:11](=[O:16])[C:12]([F:15])([F:14])[F:13])=[C:6]([CH3:21])[CH:5]=1)=[O:3], predict the reactants needed to synthesize it. The reactants are: [C:1]([C:4]1[CH:9]=[CH:8][C:7]([NH:10][C:11](=[O:16])[C:12]([F:15])([F:14])[F:13])=[C:6](Br)[CH:5]=1)(=[O:3])[CH3:2].[Br-:18].[Br-].[Br-].[CH2:21]([N+](CCCC)(CCCC)CCCC)CCC.C([N+](CCCC)(CCCC)CCCC)CCC.C([N+](CCCC)(CCCC)CCCC)CCC. (3) Given the product [CH:1]1([NH:4][C:5]([NH:7][C:8]2[CH:13]=[CH:12][C:11]([O:14][C:15]3[CH:20]=[CH:19][N:18]=[C:17]4[CH:21]=[C:22]([C:24]5[CH:29]=[CH:28][C:27]([CH2:30][NH:38][C@@H:36]([CH3:37])[CH2:35][O:34][CH3:33])=[CH:26][N:25]=5)[S:23][C:16]=34)=[C:10]([F:32])[CH:9]=2)=[O:6])[CH2:3][CH2:2]1, predict the reactants needed to synthesize it. The reactants are: [CH:1]1([NH:4][C:5]([NH:7][C:8]2[CH:13]=[CH:12][C:11]([O:14][C:15]3[CH:20]=[CH:19][N:18]=[C:17]4[CH:21]=[C:22]([C:24]5[CH:29]=[CH:28][C:27]([CH:30]=O)=[CH:26][N:25]=5)[S:23][C:16]=34)=[C:10]([F:32])[CH:9]=2)=[O:6])[CH2:3][CH2:2]1.[CH3:33][O:34][CH2:35][C@@H:36]([NH2:38])[CH3:37].C(O)(=O)C.[BH-](OC(C)=O)(OC(C)=O)OC(C)=O.[Na+].